From a dataset of Forward reaction prediction with 1.9M reactions from USPTO patents (1976-2016). Predict the product of the given reaction. (1) Given the reactants [CH2:1]([N:3]1[CH2:8][CH2:7][CH2:6][CH2:5][CH2:4]1)[CH3:2].[CH2:9]([O:11][C:12](=[O:15])[CH2:13][Br:14])[CH3:10], predict the reaction product. The product is: [Br-:14].[CH2:9]([O:11][C:12](=[O:15])[CH2:13][N+:3]1([CH2:1][CH3:2])[CH2:8][CH2:7][CH2:6][CH2:5][CH2:4]1)[CH3:10]. (2) Given the reactants [F:1][C:2]([F:17])([F:16])[C:3]([F:15])([F:14])[C:4]([F:13])([F:12])[C:5]([F:11])([F:10])[S:6]([O-:9])(=[O:8])=[O:7].[OH:18][C:19]1[CH:24]=[CH:23][C:22]([S+:25]([C:32]2[CH:37]=[CH:36][CH:35]=[CH:34][CH:33]=2)[C:26]2[CH:31]=[CH:30][CH:29]=[CH:28][CH:27]=2)=[CH:21][CH:20]=1.[CH2:38]([S:42](Cl)(=[O:44])=[O:43])[CH2:39][CH2:40][CH3:41].C(N(CC)CC)C.O, predict the reaction product. The product is: [F:17][C:2]([F:1])([F:16])[C:3]([F:14])([F:15])[C:4]([F:12])([F:13])[C:5]([F:10])([F:11])[S:6]([O-:9])(=[O:8])=[O:7].[CH2:38]([S:42]([O:18][C:19]1[CH:24]=[CH:23][C:22]([S+:25]([C:32]2[CH:33]=[CH:34][CH:35]=[CH:36][CH:37]=2)[C:26]2[CH:31]=[CH:30][CH:29]=[CH:28][CH:27]=2)=[CH:21][CH:20]=1)(=[O:44])=[O:43])[CH2:39][CH2:40][CH3:41]. (3) Given the reactants [NH:1]1[C:9]2[C:4](=[CH:5][C:6]([C:10]([OH:12])=[O:11])=[CH:7][CH:8]=2)[CH:3]=[CH:2]1.[N:13]([O-])=O.[Na+].Cl.[OH2:18], predict the reaction product. The product is: [CH:2]([C:3]1[C:4]2[C:9](=[CH:8][CH:7]=[C:6]([C:10]([OH:12])=[O:11])[CH:5]=2)[NH:1][N:13]=1)=[O:18]. (4) Given the reactants Cl.[O:2]1[C:6]2([CH2:11][CH2:10][CH:9]([CH:12]([NH2:15])[CH2:13][CH3:14])[CH2:8][CH2:7]2)[O:5][CH2:4][CH2:3]1.[C:16]([S:20](O[S:20]([C:16]([F:19])([F:18])[F:17])(=[O:22])=[O:21])(=[O:22])=[O:21])([F:19])([F:18])[F:17], predict the reaction product. The product is: [O:2]1[C:6]2([CH2:11][CH2:10][CH:9]([CH:12]([NH:15][S:20]([C:16]([F:19])([F:18])[F:17])(=[O:22])=[O:21])[CH2:13][CH3:14])[CH2:8][CH2:7]2)[O:5][CH2:4][CH2:3]1. (5) Given the reactants [NH:1]1[CH:5]=[CH:4][CH:3]=[C:2]1[C:6]([OH:8])=O.C(Cl)(=O)C(Cl)=O.[NH2:15][C:16]1[CH:17]=[CH:18][C:19]([O:30][C:31]2[CH:36]=[CH:35][CH:34]=[CH:33][CH:32]=2)=[C:20]([C:22]2[CH:23]=[CH:24][C:25](=[O:29])[N:26]([CH3:28])[CH:27]=2)[CH:21]=1.C(N(CC)CC)C, predict the reaction product. The product is: [CH3:28][N:26]1[C:25](=[O:29])[CH:24]=[CH:23][C:22]([C:20]2[CH:21]=[C:16]([NH:15][C:6]([C:2]3[NH:1][CH:5]=[CH:4][CH:3]=3)=[O:8])[CH:17]=[CH:18][C:19]=2[O:30][C:31]2[CH:36]=[CH:35][CH:34]=[CH:33][CH:32]=2)=[CH:27]1. (6) Given the reactants [OH:1][C@@H:2]1[CH2:9][N:8]([C:10](=[O:22])[CH2:11][CH2:12][CH2:13][N:14]2[CH2:19][CH2:18][NH:17][C@@H:16]([CH3:20])[C:15]2=[O:21])[CH2:7][CH2:6][C:3]21[CH2:5][CH2:4]2.[Cl:23][C:24]1[CH:25]=[C:26]([N:31]=[C:32]=[O:33])[CH:27]=[CH:28][C:29]=1[Cl:30], predict the reaction product. The product is: [Cl:23][C:24]1[CH:25]=[C:26]([NH:31][C:32]([N:17]2[CH2:18][CH2:19][N:14]([CH2:13][CH2:12][CH2:11][C:10]([N:8]3[CH2:7][CH2:6][C:3]4([CH2:5][CH2:4]4)[C@H:2]([OH:1])[CH2:9]3)=[O:22])[C:15](=[O:21])[C@@H:16]2[CH3:20])=[O:33])[CH:27]=[CH:28][C:29]=1[Cl:30]. (7) Given the reactants [CH2:1]([N:8]1[C:13](=[O:14])[C:12](Br)=[CH:11][N:10]=[CH:9]1)[C:2]1[CH:7]=[CH:6][CH:5]=[CH:4][CH:3]=1.[CH2:16]([O:23][C:24]1[CH:29]=[CH:28][C:27](B(O)O)=[CH:26][C:25]=1[F:33])[C:17]1[CH:22]=[CH:21][CH:20]=[CH:19][CH:18]=1.[Cl-].[Li+].O, predict the reaction product. The product is: [CH2:1]([N:8]1[C:13](=[O:14])[C:12]([C:27]2[CH:28]=[CH:29][C:24]([O:23][CH2:16][C:17]3[CH:18]=[CH:19][CH:20]=[CH:21][CH:22]=3)=[C:25]([F:33])[CH:26]=2)=[CH:11][N:10]=[CH:9]1)[C:2]1[CH:7]=[CH:6][CH:5]=[CH:4][CH:3]=1.